This data is from Plasma protein binding rate (PPBR) regression data from AstraZeneca. The task is: Regression/Classification. Given a drug SMILES string, predict its absorption, distribution, metabolism, or excretion properties. Task type varies by dataset: regression for continuous measurements (e.g., permeability, clearance, half-life) or binary classification for categorical outcomes (e.g., BBB penetration, CYP inhibition). For this dataset (ppbr_az), we predict Y. (1) The molecule is C[C@H](NC(=O)Cc1cc(F)cc(F)c1)C(=O)NC1C(=O)N(C)c2ccccc2-c2ccccc21. The Y is 99.0 %. (2) The compound is O=C(NCc1ccc(OC(F)(F)F)cc1)C1c2ccccc2C(=O)N1CCc1ncc(F)cn1. The Y is 95.2 %. (3) The drug is COc1cc(N2CCC(N3CCN(C)CC3)CC2)ccc1Nc1ncc(Cl)c(Nc2ccccc2S(=O)(=O)C(C)C)n1. The Y is 96.7 %. (4) The molecule is O=C(O)C[C@H](O)C[C@H](O)/C=C/c1c(C2CC2)nc2ccccc2c1-c1ccc(F)cc1. The Y is 98.0 %. (5) The drug is Cc1ccc(C(=O)N(CCCN)[C@H](c2nc3cc(Cl)ccc3c(=O)n2Cc2ccccc2)C(C)C)cc1. The Y is 99.2 %.